Dataset: Reaction yield outcomes from USPTO patents with 853,638 reactions. Task: Predict the reaction yield, written as a fraction of the theoretical maximum amount of product (1.0 means a 100% yield; for example, 0.34 means a 34% yield). (1) The reactants are [C:1]([C:3]1[CH:4]=[C:5]([NH:9][C:10]([O:12][CH2:13][CH2:14][C:15]2[CH:20]=[CH:19][C:18](B(O)O)=[CH:17][C:16]=2[CH2:24][CH3:25])=[O:11])[CH:6]=[CH:7][CH:8]=1)#[N:2].[NH2:26][C:27]1[CH:28]=[C:29]2[C:34](=[CH:35][CH:36]=1)[C:33]([N:37]([C:45]([O:47][C:48]([CH3:51])([CH3:50])[CH3:49])=[O:46])[C:38]([O:40][C:41]([CH3:44])([CH3:43])[CH3:42])=[O:39])=[N:32][CH:31]=[CH:30]2.O.[C:53]([OH:57])(=[O:56])[CH:54]=O. No catalyst specified. The product is [C:48]([O:47][C:45]([N:37]([C:38]([O:40][C:41]([CH3:42])([CH3:43])[CH3:44])=[O:39])[C:33]1[C:34]2[C:29](=[CH:28][C:27]([NH:26][CH:54]([C:18]3[CH:19]=[CH:20][C:15]([CH2:14][CH2:13][O:12][C:10](=[O:11])[NH:9][C:5]4[CH:6]=[CH:7][CH:8]=[C:3]([C:1]#[N:2])[CH:4]=4)=[C:16]([CH2:24][CH3:25])[CH:17]=3)[C:53]([OH:57])=[O:56])=[CH:36][CH:35]=2)[CH:30]=[CH:31][N:32]=1)=[O:46])([CH3:51])([CH3:50])[CH3:49]. The yield is 0.520. (2) The yield is 0.650. The product is [F:16][C:17]1[CH:22]=[N:21][CH:20]=[C:19]([C:8]#[C:7][C:1]2[CH:6]=[CH:5][CH:4]=[CH:3][CH:2]=2)[CH:18]=1. The reactants are [C:1]1([C:7]#[CH:8])[CH:6]=[CH:5][CH:4]=[CH:3][CH:2]=1.C(N(CC)CC)C.[F:16][C:17]1[CH:18]=[C:19](OS(C(F)(F)F)(=O)=O)[CH:20]=[N:21][CH:22]=1. The catalyst is C(OCC)(=O)C.C1(C=CC=CC=1)[P](C1C=CC=CC=1)(C1C=CC=CC=1)[Pd][P](C1C=CC=CC=1)(C1C=CC=CC=1)C1C=CC=CC=1. (3) The reactants are [C:1]1(/[CH:7]=[CH:8]/[C:9]([OH:11])=O)[CH:6]=[CH:5][CH:4]=[CH:3][CH:2]=1.CN(C)C=O.C(Cl)(=O)C(Cl)=O.[NH2:23][C:24]1[CH:45]=[CH:44][C:27]([O:28][C:29]2[CH:30]=[CH:31][C:32]3[N:33]([CH:35]=[C:36]([NH:38][C:39]([CH:41]4[CH2:43][CH2:42]4)=[O:40])[N:37]=3)[N:34]=2)=[CH:26][CH:25]=1. The catalyst is CN(C)C(=O)C.O1CCCC1. The product is [C:1]1(/[CH:7]=[CH:8]/[C:9]([NH:23][C:24]2[CH:45]=[CH:44][C:27]([O:28][C:29]3[CH:30]=[CH:31][C:32]4[N:33]([CH:35]=[C:36]([NH:38][C:39]([CH:41]5[CH2:42][CH2:43]5)=[O:40])[N:37]=4)[N:34]=3)=[CH:26][CH:25]=2)=[O:11])[CH:2]=[CH:3][CH:4]=[CH:5][CH:6]=1. The yield is 0.470. (4) The reactants are [NH2:1][C:2]1[CH:7]=[CH:6][C:5]([Cl:8])=[CH:4][N:3]=1.Cl[I:10].[OH-].[Na+]. The catalyst is C(O)(=O)C.O. The product is [Cl:8][C:5]1[CH:6]=[C:7]([I:10])[C:2]([NH2:1])=[N:3][CH:4]=1. The yield is 0.600. (5) The reactants are Br[C:2]1[CH:7]=[CH:6][C:5]([OH:8])=[CH:4][CH:3]=1.[C:9]([C:11]1[CH:12]=[CH:13][C:14]([O:33][CH:34]([CH3:36])[CH3:35])=[C:15]([CH:32]=1)[C:16]([NH:18][C@@H:19]([CH2:30][OH:31])[CH2:20][C:21]1[C:29]2[C:24](=[CH:25][CH:26]=[CH:27][CH:28]=2)[NH:23][CH:22]=1)=[O:17])#[CH:10]. The catalyst is Cl[Pd](Cl)([P](C1C=CC=CC=1)(C1C=CC=CC=1)C1C=CC=CC=1)[P](C1C=CC=CC=1)(C1C=CC=CC=1)C1C=CC=CC=1.CCCC[N+](CCCC)(CCCC)CCCC.[F-]. The product is [OH:31][CH2:30][C@H:19]([NH:18][C:16](=[O:17])[C:15]1[CH:32]=[C:11]([C:9]#[C:10][C:2]2[CH:7]=[CH:6][C:5]([OH:8])=[CH:4][CH:3]=2)[CH:12]=[CH:13][C:14]=1[O:33][CH:34]([CH3:36])[CH3:35])[CH2:20][C:21]1[C:29]2[C:24](=[CH:25][CH:26]=[CH:27][CH:28]=2)[NH:23][CH:22]=1. The yield is 0.220. (6) The product is [C:23]([C:20]1[CH:19]=[CH:18][C:17]([CH2:16][C:15]([NH:14][CH:11]2[CH2:12][CH2:13][NH:8][CH2:9][CH2:10]2)=[O:25])=[CH:22][CH:21]=1)#[N:24]. The yield is 0.200. The catalyst is C(O)C. The reactants are C(OC([N:8]1[CH2:13][CH2:12][CH:11]([NH:14][C:15](=[O:25])[CH2:16][C:17]2[CH:22]=[CH:21][C:20]([C:23]#[N:24])=[CH:19][CH:18]=2)[CH2:10][CH2:9]1)=O)(C)(C)C.Cl.O1CCOCC1. (7) The reactants are [Br:1][C:2]1[N:6]2[CH:7]=[CH:8][CH:9]=[CH:10][C:5]2=[N:4][C:3]=1[CH2:11][NH2:12].[N:13]1[C:22]2[C:21](=O)[CH2:20][CH2:19][CH2:18][C:17]=2[CH:16]=[CH:15][CH:14]=1.C(O[BH-](OC(=O)C)OC(=O)C)(=O)C.[Na+].C(O)(=O)C.C(=O)([O-])[O-].[Na+].[Na+]. The catalyst is ClCCCl.ClCCl. The product is [Br:1][C:2]1[N:6]2[CH:7]=[CH:8][CH:9]=[CH:10][C:5]2=[N:4][C:3]=1[CH2:11][NH:12][CH:21]1[C:22]2[N:13]=[CH:14][CH:15]=[CH:16][C:17]=2[CH2:18][CH2:19][CH2:20]1. The yield is 0.890. (8) The reactants are Br[C:2]1[CH:7]=[CH:6][C:5]([S:8]([C:11]([F:14])([F:13])[F:12])(=[O:10])=[O:9])=[CH:4][CH:3]=1.B1(B2OC(C)(C)C(C)(C)O2)OC(C)(C)C(C)(C)O1.C([O-])(=O)C.[K+].Br[C:39]1[CH:40]=[C:41]2[C:46](=[CH:47][CH:48]=1)[NH:45][C:44](=[O:49])[CH:43]([OH:50])[CH2:42]2.C([O-])([O-])=O.[Na+].[Na+]. The catalyst is CN(C=O)C.O.C(OCC)(=O)C. The product is [OH:50][CH:43]1[CH2:42][C:41]2[C:46](=[CH:47][CH:48]=[C:39]([C:2]3[CH:7]=[CH:6][C:5]([S:8]([C:11]([F:14])([F:13])[F:12])(=[O:10])=[O:9])=[CH:4][CH:3]=3)[CH:40]=2)[NH:45][C:44]1=[O:49]. The yield is 0.230. (9) The reactants are [CH3:1][CH:2]([CH2:7][C@H:8]([C@@H:10]1[C@:27]2([CH3:28])[C@H:13]([C@H:14]3[C@H:24]([CH2:25][CH2:26]2)[C@:22]2([CH3:23])[C@@H:17]([CH2:18][C@H:19]([OH:29])[CH2:20][CH2:21]2)[CH2:16][C@H:15]3[OH:30])[CH2:12][CH2:11]1)[CH3:9])[C:3]([O:5]C)=[O:4].[OH-].[Na+].Cl. The product is [CH3:1][C@@H:2]([CH2:7][C@H:8]([C@@H:10]1[C@:27]2([CH3:28])[C@H:13]([C@H:14]3[C@H:24]([CH2:25][CH2:26]2)[C@:22]2([CH3:23])[C@@H:17]([CH2:18][C@H:19]([OH:29])[CH2:20][CH2:21]2)[CH2:16][C@H:15]3[OH:30])[CH2:12][CH2:11]1)[CH3:9])[C:3]([OH:5])=[O:4].[CH3:1][C@H:2]([CH2:7][C@H:8]([C@@H:10]1[C@:27]2([CH3:28])[C@H:13]([C@H:14]3[C@H:24]([CH2:25][CH2:26]2)[C@:22]2([CH3:23])[C@@H:17]([CH2:18][C@H:19]([OH:29])[CH2:20][CH2:21]2)[CH2:16][C@H:15]3[OH:30])[CH2:12][CH2:11]1)[CH3:9])[C:3]([OH:5])=[O:4]. The catalyst is CO. The yield is 0.650. (10) The reactants are C([O-])(=[O:3])C.[Na+].[Cl:6][C:7]1[CH:8]=[C:9]([CH2:25][C:26]([OH:28])=[O:27])[CH:10]=[C:11]([Cl:24])[C:12]=1[O:13][C:14]1[N:15]=[N:16][C:17](Cl)=[C:18]([CH:20]([CH3:22])[CH3:21])[CH:19]=1. The catalyst is C(O)(=O)C. The product is [Cl:6][C:7]1[CH:8]=[C:9]([CH2:25][C:26]([OH:28])=[O:27])[CH:10]=[C:11]([Cl:24])[C:12]=1[O:13][C:14]1[CH:19]=[C:18]([CH:20]([CH3:22])[CH3:21])[C:17](=[O:3])[NH:16][N:15]=1. The yield is 0.650.